Dataset: Full USPTO retrosynthesis dataset with 1.9M reactions from patents (1976-2016). Task: Predict the reactants needed to synthesize the given product. (1) Given the product [Cl:18][C:17]1[C:16]([Cl:19])=[C:15]([CH3:20])[NH:14][C:13]=1[C:11]([NH:10][C@@H:9]1[CH2:8][CH2:7][N:6]([C:21]([O:23][CH2:24][C:25]2[CH:30]=[CH:29][CH:28]=[CH:27][CH:26]=2)=[O:22])[CH2:5][C@@H:4]1[N:1]1[CH:32]=[CH:31][N:3]=[N:2]1)=[O:12], predict the reactants needed to synthesize it. The reactants are: [N:1]([C@@H:4]1[C@H:9]([NH:10][C:11]([C:13]2[NH:14][C:15]([CH3:20])=[C:16]([Cl:19])[C:17]=2[Cl:18])=[O:12])[CH2:8][CH2:7][N:6]([C:21]([O:23][CH2:24][C:25]2[CH:30]=[CH:29][CH:28]=[CH:27][CH:26]=2)=[O:22])[CH2:5]1)=[N+:2]=[N-:3].[CH:31]12CC(C=C1)C=[CH:32]2. (2) Given the product [CH3:29]/[C:15](=[CH:16]\[C:17]1[CH:22]=[CH:21][CH:20]=[C:19]([C:23]2([CH3:28])[O:27][CH2:26][CH2:25][O:24]2)[N:18]=1)/[CH2:14][OH:13], predict the reactants needed to synthesize it. The reactants are: [H-].C([Al+]CC(C)C)C(C)C.C([O:13][C:14](=O)[C:15]([CH3:29])=[CH:16][C:17]1[CH:22]=[CH:21][CH:20]=[C:19]([C:23]2([CH3:28])[O:27][CH2:26][CH2:25][O:24]2)[N:18]=1)C. (3) Given the product [N+:1]([C:4]1[CH:9]=[CH:8][C:7]([NH:10][CH:11]2[CH2:12][CH2:13][NH:14][CH2:15][CH2:16]2)=[CH:6][C:5]=1[C:24]([F:27])([F:25])[F:26])([O-:3])=[O:2], predict the reactants needed to synthesize it. The reactants are: [N+:1]([C:4]1[CH:9]=[CH:8][C:7]([NH:10][CH:11]2[CH2:16][CH2:15][N:14](C(OC(C)(C)C)=O)[CH2:13][CH2:12]2)=[CH:6][C:5]=1[C:24]([F:27])([F:26])[F:25])([O-:3])=[O:2].FC(F)(F)C(O)=O. (4) Given the product [CH3:11][C:7]1[NH:8][C:9]2[C:5]([CH:6]=1)=[CH:4][CH:3]=[C:2]([B:20]1[O:21][C:22]([CH3:24])([CH3:23])[C:18]([CH3:34])([CH3:17])[O:19]1)[CH:10]=2, predict the reactants needed to synthesize it. The reactants are: Br[C:2]1[CH:10]=[C:9]2[C:5]([CH:6]=[C:7]([CH3:11])[NH:8]2)=[CH:4][CH:3]=1.CC([O-])=O.[K+].[CH3:17][C:18]1([CH3:34])[C:22]([CH3:24])([CH3:23])[O:21][B:20]([B:20]2[O:21][C:22]([CH3:24])([CH3:23])[C:18]([CH3:34])([CH3:17])[O:19]2)[O:19]1. (5) Given the product [Cl:1][C:2]1[CH:11]=[C:10]2[C:5]([CH:6]=[CH:7][C:8](/[CH:12]=[CH:13]/[C:14]3[CH:15]=[C:16]([CH:26]([CH:23]4[CH2:24][CH2:25]4)[CH:28]([O:31][CH3:35])[OH:29])[CH:17]=[CH:18][CH:19]=3)=[N:9]2)=[CH:4][CH:3]=1, predict the reactants needed to synthesize it. The reactants are: [Cl:1][C:2]1[CH:11]=[C:10]2[C:5]([CH:6]=[CH:7][C:8](/[CH:12]=[CH:13]/[C:14]3[CH:19]=[CH:18][CH:17]=[C:16](C4CO4)[CH:15]=3)=[N:9]2)=[CH:4][CH:3]=1.[CH:23]1([CH2:26]O)[CH2:25][CH2:24]1.[C:28](=[O:31])([O-])[O-:29].[Na+].[Na+].Cl[CH2:35]Cl.